This data is from NCI-60 drug combinations with 297,098 pairs across 59 cell lines. The task is: Regression. Given two drug SMILES strings and cell line genomic features, predict the synergy score measuring deviation from expected non-interaction effect. (1) Drug 1: CS(=O)(=O)OCCCCOS(=O)(=O)C. Drug 2: CC1C(C(CC(O1)OC2CC(CC3=C2C(=C4C(=C3O)C(=O)C5=CC=CC=C5C4=O)O)(C(=O)C)O)N)O. Cell line: SK-OV-3. Synergy scores: CSS=24.5, Synergy_ZIP=1.93, Synergy_Bliss=0.0319, Synergy_Loewe=-35.6, Synergy_HSA=-1.47. (2) Drug 1: C1CC(=O)NC(=O)C1N2C(=O)C3=CC=CC=C3C2=O. Drug 2: CCC1(C2=C(COC1=O)C(=O)N3CC4=CC5=C(C=CC(=C5CN(C)C)O)N=C4C3=C2)O.Cl. Cell line: CCRF-CEM. Synergy scores: CSS=-3.74, Synergy_ZIP=-27.0, Synergy_Bliss=-56.7, Synergy_Loewe=-102, Synergy_HSA=-57.3. (3) Drug 1: CN(CC1=CN=C2C(=N1)C(=NC(=N2)N)N)C3=CC=C(C=C3)C(=O)NC(CCC(=O)O)C(=O)O. Drug 2: CC1C(C(CC(O1)OC2CC(CC3=C2C(=C4C(=C3O)C(=O)C5=C(C4=O)C(=CC=C5)OC)O)(C(=O)CO)O)N)O.Cl. Cell line: HS 578T. Synergy scores: CSS=48.3, Synergy_ZIP=-2.41, Synergy_Bliss=-6.60, Synergy_Loewe=-4.73, Synergy_HSA=-1.84. (4) Drug 1: CCC1(CC2CC(C3=C(CCN(C2)C1)C4=CC=CC=C4N3)(C5=C(C=C6C(=C5)C78CCN9C7C(C=CC9)(C(C(C8N6C)(C(=O)OC)O)OC(=O)C)CC)OC)C(=O)OC)O.OS(=O)(=O)O. Drug 2: CC=C1C(=O)NC(C(=O)OC2CC(=O)NC(C(=O)NC(CSSCCC=C2)C(=O)N1)C(C)C)C(C)C. Cell line: MCF7. Synergy scores: CSS=21.4, Synergy_ZIP=-0.987, Synergy_Bliss=-0.179, Synergy_Loewe=-23.7, Synergy_HSA=-0.121. (5) Drug 1: CNC(=O)C1=CC=CC=C1SC2=CC3=C(C=C2)C(=NN3)C=CC4=CC=CC=N4. Drug 2: C(=O)(N)NO. Cell line: HCC-2998. Synergy scores: CSS=10.8, Synergy_ZIP=-2.69, Synergy_Bliss=1.71, Synergy_Loewe=-1.20, Synergy_HSA=1.32.